From a dataset of NCI-60 drug combinations with 297,098 pairs across 59 cell lines. Regression. Given two drug SMILES strings and cell line genomic features, predict the synergy score measuring deviation from expected non-interaction effect. (1) Drug 1: CC1=CC=C(C=C1)C2=CC(=NN2C3=CC=C(C=C3)S(=O)(=O)N)C(F)(F)F. Drug 2: C(=O)(N)NO. Cell line: EKVX. Synergy scores: CSS=-1.61, Synergy_ZIP=1.63, Synergy_Bliss=1.92, Synergy_Loewe=-3.32, Synergy_HSA=-2.55. (2) Drug 1: CC1C(C(CC(O1)OC2CC(CC3=C2C(=C4C(=C3O)C(=O)C5=CC=CC=C5C4=O)O)(C(=O)C)O)N)O. Drug 2: CC1C(C(CC(O1)OC2CC(CC3=C2C(=C4C(=C3O)C(=O)C5=C(C4=O)C(=CC=C5)OC)O)(C(=O)CO)O)N)O.Cl. Cell line: NCI-H522. Synergy scores: CSS=57.1, Synergy_ZIP=-4.72, Synergy_Bliss=-4.46, Synergy_Loewe=-3.70, Synergy_HSA=-1.69. (3) Drug 1: C1=CC=C(C=C1)NC(=O)CCCCCCC(=O)NO. Drug 2: C(CCl)NC(=O)N(CCCl)N=O. Cell line: BT-549. Synergy scores: CSS=5.04, Synergy_ZIP=-1.38, Synergy_Bliss=1.66, Synergy_Loewe=1.15, Synergy_HSA=1.19. (4) Drug 1: CC1=C(C(CCC1)(C)C)C=CC(=CC=CC(=CC(=O)O)C)C. Drug 2: C(=O)(N)NO. Cell line: MDA-MB-435. Synergy scores: CSS=-1.94, Synergy_ZIP=0.0348, Synergy_Bliss=-1.96, Synergy_Loewe=-1.98, Synergy_HSA=-3.25. (5) Drug 1: CC(C)NC(=O)C1=CC=C(C=C1)CNNC.Cl. Drug 2: C1C(C(OC1N2C=NC3=C2NC=NCC3O)CO)O. Cell line: HCC-2998. Synergy scores: CSS=-3.38, Synergy_ZIP=5.42, Synergy_Bliss=12.4, Synergy_Loewe=6.59, Synergy_HSA=2.39. (6) Drug 1: CC1=C2C(C(=O)C3(C(CC4C(C3C(C(C2(C)C)(CC1OC(=O)C(C(C5=CC=CC=C5)NC(=O)OC(C)(C)C)O)O)OC(=O)C6=CC=CC=C6)(CO4)OC(=O)C)OC)C)OC. Drug 2: C1CC(C1)(C(=O)O)C(=O)O.[NH2-].[NH2-].[Pt+2]. Cell line: SK-MEL-5. Synergy scores: CSS=62.5, Synergy_ZIP=4.66, Synergy_Bliss=4.76, Synergy_Loewe=8.04, Synergy_HSA=10.3.